The task is: Predict the reactants needed to synthesize the given product.. This data is from Full USPTO retrosynthesis dataset with 1.9M reactions from patents (1976-2016). (1) Given the product [C:1]([O:5][C:6]([N:8]1[CH2:13][CH2:12][N:11]2[C:14]([CH2:19][CH3:20])=[N:15][C:16]([C:17]#[N:34])=[C:10]2[CH:9]1[CH2:21][CH2:22][C:23]1[CH:24]=[CH:25][C:26]([C:29]([F:30])([F:31])[F:32])=[CH:27][CH:28]=1)=[O:7])([CH3:4])([CH3:2])[CH3:3], predict the reactants needed to synthesize it. The reactants are: [C:1]([O:5][C:6]([N:8]1[CH2:13][CH2:12][N:11]2[C:14]([CH2:19][CH3:20])=[N:15][C:16]([CH:17]=O)=[C:10]2[CH:9]1[CH2:21][CH2:22][C:23]1[CH:28]=[CH:27][C:26]([C:29]([F:32])([F:31])[F:30])=[CH:25][CH:24]=1)=[O:7])([CH3:4])([CH3:3])[CH3:2].Cl.[NH2:34]O.C(OC(=O)C)(=O)C.O. (2) Given the product [CH2:9]([C:2]1[N:21]=[C:20]([S:19][CH3:18])[NH:22][C:4](=[O:5])[CH:3]=1)[CH2:10][CH2:11][CH3:12], predict the reactants needed to synthesize it. The reactants are: O=[C:2]([CH2:9][CH2:10][CH2:11][CH3:12])[CH2:3][C:4](OCC)=[O:5].S(O)(O)(=O)=O.[CH3:18][S:19][C:20](=[NH:22])[NH2:21].C(=O)([O-])[O-].[Na+].[Na+]. (3) Given the product [F:12][C:13]1[CH:32]=[CH:31][C:16]([O:17][C:18]2[CH:26]=[C:25]([C:27]([F:28])([F:29])[F:30])[CH:24]=[CH:23][C:19]=2[C:20]([NH:1][C:2]2[CH:3]=[CH:4][C:5]([C:8]([OH:10])=[O:9])=[N:6][CH:7]=2)=[O:21])=[CH:15][CH:14]=1, predict the reactants needed to synthesize it. The reactants are: [NH2:1][C:2]1[CH:3]=[CH:4][C:5]([C:8]([O:10]C)=[O:9])=[N:6][CH:7]=1.[F:12][C:13]1[CH:32]=[CH:31][C:16]([O:17][C:18]2[CH:26]=[C:25]([C:27]([F:30])([F:29])[F:28])[CH:24]=[CH:23][C:19]=2[C:20](O)=[O:21])=[CH:15][CH:14]=1.CN1CCOCC1.CN(C(ON1N=NC2C=CC=NC1=2)=[N+](C)C)C.F[P-](F)(F)(F)(F)F.[OH-].[Na+]. (4) Given the product [CH2:20]([N:15]1[C:16](=[O:19])[C:17]2[NH:18][C:10]([C:5]34[CH2:8][CH2:9][C:2]([NH:1][CH2:32][C:28]5[S:27][CH:31]=[CH:30][CH:29]=5)([CH2:7][CH2:6]3)[CH2:3][CH2:4]4)=[N:11][C:12]=2[N:13]([CH2:24][CH2:25][CH3:26])[C:14]1=[O:23])[CH2:21][CH3:22], predict the reactants needed to synthesize it. The reactants are: [NH2:1][C:2]12[CH2:9][CH2:8][C:5]([C:10]3[NH:18][C:17]4[C:16](=[O:19])[N:15]([CH2:20][CH2:21][CH3:22])[C:14](=[O:23])[N:13]([CH2:24][CH2:25][CH3:26])[C:12]=4[N:11]=3)([CH2:6][CH2:7]1)[CH2:4][CH2:3]2.[S:27]1[CH:31]=[CH:30][CH:29]=[C:28]1[CH:32]=O.C(O[BH-](OC(=O)C)OC(=O)C)(=O)C.[Na+]. (5) Given the product [CH3:3][CH:2]([C:4]1[N:8]([CH2:9][CH2:10][C@@H:11]([OH:19])[CH2:12][C@@H:13]([OH:18])[CH2:14][C:15]([O-:17])=[O:16])[C:7]([C:20]2[CH:25]=[CH:24][C:23]([F:26])=[CH:22][CH:21]=2)=[C:6]([C:27]2[CH:32]=[CH:31][CH:30]=[CH:29][CH:28]=2)[C:5]=1[C:33]([NH:35][C:36]1[CH:41]=[CH:40][CH:39]=[CH:38][CH:37]=1)=[O:34])[CH3:1].[CH3:3][CH:2]([C:4]1[N:8]([CH2:9][CH2:10][C@@H:11]([OH:19])[CH2:12][C@@H:13]([OH:18])[CH2:14][C:15]([O-:17])=[O:16])[C:7]([C:20]2[CH:25]=[CH:24][C:23]([F:26])=[CH:22][CH:21]=2)=[C:6]([C:27]2[CH:32]=[CH:31][CH:30]=[CH:29][CH:28]=2)[C:5]=1[C:33]([NH:35][C:36]1[CH:41]=[CH:40][CH:39]=[CH:38][CH:37]=1)=[O:34])[CH3:1].[Mg+2:51], predict the reactants needed to synthesize it. The reactants are: [CH3:1][CH:2]([C:4]1[N:8]([CH2:9][CH2:10][C@@H:11]([OH:19])[CH2:12][C@@H:13]([OH:18])[CH2:14][C:15]([O-:17])=[O:16])[C:7]([C:20]2[CH:25]=[CH:24][C:23]([F:26])=[CH:22][CH:21]=2)=[C:6]([C:27]2[CH:32]=[CH:31][CH:30]=[CH:29][CH:28]=2)[C:5]=1[C:33]([NH:35][C:36]1[CH:41]=[CH:40][CH:39]=[CH:38][CH:37]=1)=[O:34])[CH3:3].[Na+].O.O.O.O.C([O-])(=O)C.[Mg+2:51].C([O-])(=O)C. (6) Given the product [OH:47][CH:44]([CH2:45][OH:46])[CH2:43][NH:42][C:4](=[O:6])[CH2:3][S:7](=[O:8])([C:36]1[CH:41]=[CH:40][CH:39]=[CH:38][CH:37]=1)=[N:9][C:10](=[O:11])[C:12]1[CH:17]=[C:16]([C:18]#[C:19][C:20]2[CH:25]=[CH:24][CH:23]=[C:22]([NH:26][C:27]([C:29]3[N:33]([CH3:34])[N:32]=[C:31]([CH3:35])[CH:30]=3)=[O:28])[CH:21]=2)[CH:15]=[N:14][CH:13]=1, predict the reactants needed to synthesize it. The reactants are: C([C@H:3]([S:7]([C:36]1[CH:41]=[CH:40][CH:39]=[CH:38][CH:37]=1)(=[N:9][C:10]([C:12]1[CH:13]=[N:14][CH:15]=[C:16]([C:18]#[C:19][C:20]2[CH:25]=[CH:24][CH:23]=[C:22]([NH:26][C:27]([C:29]3[N:33]([CH3:34])[N:32]=[C:31]([CH3:35])[CH:30]=3)=[O:28])[CH:21]=2)[CH:17]=1)=[O:11])=[O:8])[C:4]([O-:6])=O)C.[NH2:42][CH2:43][CH:44]([OH:47])[CH2:45][OH:46]. (7) Given the product [N:1]1([C:15]([O:14][CH2:13][C:10]2[CH:11]=[CH:12][CH:7]=[CH:8][CH:9]=2)=[O:16])[CH2:6][CH2:5][S:4][CH2:3][CH2:2]1, predict the reactants needed to synthesize it. The reactants are: [NH:1]1[CH2:6][CH2:5][S:4][CH2:3][CH2:2]1.[CH:7]1[CH:12]=[CH:11][C:10]([CH2:13][O:14][C:15](Cl)=[O:16])=[CH:9][CH:8]=1.Cl.